Dataset: Full USPTO retrosynthesis dataset with 1.9M reactions from patents (1976-2016). Task: Predict the reactants needed to synthesize the given product. (1) Given the product [C:17]([O:12][CH2:13][C:14](=[O:16])[CH3:15])(=[O:24])[C:18]1[CH:23]=[CH:22][CH:21]=[CH:20][CH:19]=1, predict the reactants needed to synthesize it. The reactants are: N1C=CC=CC=1.C1COCC1.[OH:12][CH2:13][C:14](=[O:16])[CH3:15].[C:17](Cl)(=[O:24])[C:18]1[CH:23]=[CH:22][CH:21]=[CH:20][CH:19]=1. (2) Given the product [Cl:11][C:12]1[CH:17]=[C:16]([O:10][C:5]2[CH:6]=[CH:7][CH:8]=[CH:9][C:4]=2[F:3])[N:15]=[CH:14][N:13]=1, predict the reactants needed to synthesize it. The reactants are: [H-].[Na+].[F:3][C:4]1[CH:9]=[CH:8][CH:7]=[CH:6][C:5]=1[OH:10].[Cl:11][C:12]1[CH:17]=[C:16](Cl)[N:15]=[CH:14][N:13]=1.O. (3) Given the product [Br:15][C:16]1[CH:17]=[C:18]([C:22]2([C:30]#[N:31])[CH2:28][C@@H:27]3[N:29]([CH2:44][C:42]([Cl:41])=[CH2:43])[C@@H:24]([CH2:25][CH2:26]3)[CH2:23]2)[CH:19]=[N:20][CH:21]=1, predict the reactants needed to synthesize it. The reactants are: OC(C(F)(F)F)=O.OC(C(F)(F)F)=O.[Br:15][C:16]1[CH:17]=[C:18]([C:22]2([C:30]#[N:31])[CH2:28][C@H:27]3[NH:29][C@H:24]([CH2:25][CH2:26]3)[CH2:23]2)[CH:19]=[N:20][CH:21]=1.CCN(C(C)C)C(C)C.[Cl:41][C:42]([CH2:44]Cl)=[CH2:43].[Na+].[I-]. (4) Given the product [NH:1]1[C:5]2[CH:6]=[CH:7][C:8]([N:10]3[CH:14]([C:15]4[CH:20]=[CH:19][CH:18]=[C:17]([F:21])[C:16]=4[F:22])[C:13](=[O:23])[CH2:12][C:11]3=[O:29])=[CH:9][C:4]=2[N:3]=[CH:2]1, predict the reactants needed to synthesize it. The reactants are: [NH:1]1[C:5]2[CH:6]=[CH:7][C:8]([N:10]3[CH:14]([C:15]4[CH:20]=[CH:19][CH:18]=[C:17]([F:21])[C:16]=4[F:22])[C:13](=[O:23])[CH:12](C(OCC)=O)[C:11]3=[O:29])=[CH:9][C:4]=2[N:3]=[CH:2]1.Cl.